From a dataset of Full USPTO retrosynthesis dataset with 1.9M reactions from patents (1976-2016). Predict the reactants needed to synthesize the given product. (1) Given the product [Br:11][C:4]1[N:3]=[C:2]([NH2:12])[C:7]([N+:8]([O-:10])=[O:9])=[CH:6][CH:5]=1, predict the reactants needed to synthesize it. The reactants are: Br[C:2]1[C:7]([N+:8]([O-:10])=[O:9])=[CH:6][CH:5]=[C:4]([Br:11])[N:3]=1.[NH3:12].CCO. (2) Given the product [NH2:25][CH2:24][CH2:23][CH2:22][O:21][CH2:20][CH2:19][O:18][CH2:17][CH2:16][O:15][CH2:14][CH2:13][CH2:12][NH:11][C:10]([C:2]1([F:1])[CH2:9][CH2:8][CH2:7][CH2:6][CH2:5][C:4]#[C:3]1)=[O:33], predict the reactants needed to synthesize it. The reactants are: [F:1][C:2]1([C:10](=[O:33])[NH:11][CH2:12][CH2:13][CH2:14][O:15][CH2:16][CH2:17][O:18][CH2:19][CH2:20][O:21][CH2:22][CH2:23][CH2:24][NH:25]C(=O)OC(C)(C)C)[CH2:9][CH2:8][CH2:7][CH2:6][CH2:5][C:4]#[C:3]1.C(O)(C(F)(F)F)=O. (3) Given the product [C:1]([O:5][C:6]([N:8]1[CH2:9][CH:10]=[C:11]([O:14][Si:16]([CH3:18])([CH3:17])[CH3:15])[CH2:12][CH2:13]1)=[O:7])([CH3:4])([CH3:2])[CH3:3], predict the reactants needed to synthesize it. The reactants are: [C:1]([O:5][C:6]([N:8]1[CH2:13][CH2:12][C:11](=[O:14])[CH2:10][CH2:9]1)=[O:7])([CH3:4])([CH3:3])[CH3:2].[CH3:15][Si:16](Cl)([CH3:18])[CH3:17].C(N(CC)CC)C. (4) Given the product [CH3:1][O:2][C:3](=[O:25])[CH:4]([NH:13][C:14](=[O:24])[CH2:15][CH2:16][C:17]1[CH:18]=[CH:19][C:20]([O:23][C:42](=[O:43])[CH2:41][O:40][CH2:33][C:32]2[CH:31]=[CH:36][CH:35]=[CH:34][CH:39]=2)=[CH:21][CH:22]=1)[CH2:5][C:6]1[CH:7]=[CH:8][C:9]([O:12][C:42](=[O:43])[CH2:41][O:40][CH2:33][C:34]2[CH:39]=[CH:38][CH:37]=[CH:36][CH:35]=2)=[CH:10][CH:11]=1, predict the reactants needed to synthesize it. The reactants are: [CH3:1][O:2][C:3](=[O:25])[CH:4]([NH:13][C:14](=[O:24])[CH2:15][CH2:16][C:17]1[CH:22]=[CH:21][C:20]([OH:23])=[CH:19][CH:18]=1)[CH2:5][C:6]1[CH:11]=[CH:10][C:9]([OH:12])=[CH:8][CH:7]=1.C(N([CH2:31][CH3:32])CC)C.[CH2:33]([O:40][CH2:41][C:42](Cl)=[O:43])[C:34]1[CH:39]=[CH:38][CH:37]=[CH:36][CH:35]=1.